The task is: Predict the reaction yield, written as a fraction of the theoretical maximum amount of product (1.0 means a 100% yield; for example, 0.34 means a 34% yield).. This data is from Reaction yield outcomes from USPTO patents with 853,638 reactions. (1) The reactants are [NH:1]1[C:5]2=[N:6][CH:7]=[C:8]([OH:10])[CH:9]=[C:4]2[CH:3]=[CH:2]1.N1C=CN=C1.[CH:16]([Si:19](Cl)([CH:23]([CH3:25])[CH3:24])[CH:20]([CH3:22])[CH3:21])([CH3:18])[CH3:17].ClCCl. The catalyst is CN(C)C=O. The product is [CH:16]([Si:19]([CH:23]([CH3:25])[CH3:24])([CH:20]([CH3:22])[CH3:21])[O:10][C:8]1[CH:9]=[C:4]2[CH:3]=[CH:2][NH:1][C:5]2=[N:6][CH:7]=1)([CH3:18])[CH3:17]. The yield is 0.400. (2) The reactants are [Br:1][C:2]1[CH:7]=[CH:6][C:5]([S:8](Cl)(=[O:10])=[O:9])=[CH:4][CH:3]=1.[CH3:12][O:13][CH2:14][CH2:15][NH2:16]. No catalyst specified. The product is [Br:1][C:2]1[CH:7]=[CH:6][C:5]([S:8]([NH:16][CH2:15][CH2:14][O:13][CH3:12])(=[O:10])=[O:9])=[CH:4][CH:3]=1. The yield is 0.950. (3) The reactants are [CH3:1][N:2]1[C:10]([CH:11]=[C:12]2[CH2:15][N:14]([C:16]([O:18][C:19]([CH3:22])([CH3:21])[CH3:20])=[O:17])[CH2:13]2)=[N:9][C:8]2[C:3]1=[N:4][C:5]([N:29]1[C:33]3[CH:34]=[CH:35][CH:36]=[CH:37][C:32]=3[N:31]=[C:30]1[CH2:38][CH3:39])=[N:6][C:7]=2[N:23]1[CH2:28][CH2:27][O:26][CH2:25][CH2:24]1. The catalyst is C(O)C.[Pd]. The product is [CH3:1][N:2]1[C:10]([CH2:11][CH:12]2[CH2:13][N:14]([C:16]([O:18][C:19]([CH3:22])([CH3:21])[CH3:20])=[O:17])[CH2:15]2)=[N:9][C:8]2[C:3]1=[N:4][C:5]([N:29]1[C:33]3[CH:34]=[CH:35][CH:36]=[CH:37][C:32]=3[N:31]=[C:30]1[CH2:38][CH3:39])=[N:6][C:7]=2[N:23]1[CH2:24][CH2:25][O:26][CH2:27][CH2:28]1. The yield is 0.580. (4) The reactants are Br[CH2:2][C:3](=O)[CH2:4][C@@H:5]1[CH2:10][CH2:9][CH2:8][CH2:7][N:6]1[C:11]([O:13][C:14]([CH3:17])([CH3:16])[CH3:15])=[O:12].[CH3:19][O:20][C:21]1[CH:26]=[CH:25][N:24]=[C:23]([NH2:27])[CH:22]=1. The catalyst is CN(C=O)C. The product is [CH3:19][O:20][C:21]1[CH:26]=[CH:25][N:24]2[CH:2]=[C:3]([CH2:4][C@@H:5]3[CH2:10][CH2:9][CH2:8][CH2:7][N:6]3[C:11]([O:13][C:14]([CH3:17])([CH3:16])[CH3:15])=[O:12])[N:27]=[C:23]2[CH:22]=1. The yield is 0.320. (5) The product is [OH:25][NH:24][C:19]([C:5]1[N:4]=[C:3]([C:2]([F:21])([F:22])[F:1])[CH:8]=[C:7]([C:9]2[CH:14]=[CH:13][C:12]([C:15]([F:18])([F:16])[F:17])=[CH:11][CH:10]=2)[N:6]=1)=[NH:20]. The reactants are [F:1][C:2]([F:22])([F:21])[C:3]1[CH:8]=[C:7]([C:9]2[CH:14]=[CH:13][C:12]([C:15]([F:18])([F:17])[F:16])=[CH:11][CH:10]=2)[N:6]=[C:5]([C:19]#[N:20])[N:4]=1.Cl.[NH2:24][OH:25].C(=O)([O-])[O-].[Na+].[Na+]. The yield is 0.980. The catalyst is O.C(O)C. (6) The reactants are Cl.[NH2:2][C@@H:3]([C:8]([NH2:10])=[O:9])[CH2:4][CH:5]([CH3:7])[CH3:6].CCN(CC)CC.[Cl:18][C:19]1[CH:24]=[CH:23][C:22]([S:25](Cl)(=[O:27])=[O:26])=[CH:21][CH:20]=1. The catalyst is C(Cl)Cl. The product is [Cl:18][C:19]1[CH:24]=[CH:23][C:22]([S:25]([NH:2][C@H:3]([CH2:4][CH:5]([CH3:7])[CH3:6])[C:8]([NH2:10])=[O:9])(=[O:27])=[O:26])=[CH:21][CH:20]=1. The yield is 0.900. (7) The reactants are C([O:8][N:9]1[C:15](=[O:16])[N:14]2[CH2:17][C@H:10]1[CH2:11][CH2:12][C@H:13]2[C:18]([NH:20][O:21][CH:22]1[CH2:25][N:24]([C:26]([O:28][C:29]([CH3:32])([CH3:31])[CH3:30])=[O:27])[CH2:23]1)=[O:19])C1C=CC=CC=1.[H][H]. The catalyst is CO.[Pd]. The product is [OH:8][N:9]1[C:15](=[O:16])[N:14]2[CH2:17][C@H:10]1[CH2:11][CH2:12][C@H:13]2[C:18]([NH:20][O:21][CH:22]1[CH2:23][N:24]([C:26]([O:28][C:29]([CH3:32])([CH3:31])[CH3:30])=[O:27])[CH2:25]1)=[O:19]. The yield is 0.910. (8) The reactants are [F:1][C:2]1[C:8]([CH3:9])=[CH:7][CH:6]=[CH:5][C:3]=1[NH2:4].C1C(=O)N([Cl:17])C(=O)C1.O.C(OCC)(=O)C. The catalyst is CN(C=O)C. The product is [Cl:17][C:7]1[CH:6]=[CH:5][C:3]([NH2:4])=[C:2]([F:1])[C:8]=1[CH3:9]. The yield is 0.220.